Dataset: Full USPTO retrosynthesis dataset with 1.9M reactions from patents (1976-2016). Task: Predict the reactants needed to synthesize the given product. (1) Given the product [N+:1]([C:4]1[CH:8]=[N:7][N:6]2[C:14]([C:16]3[CH:17]=[C:18]([N:22]([CH2:29][CH2:30][CH2:31][CH3:32])[S:23]([CH:26]([CH3:27])[CH3:28])(=[O:25])=[O:24])[CH:19]=[CH:20][CH:21]=3)=[CH:13][CH:12]=[N:9][C:5]=12)([O-:3])=[O:2], predict the reactants needed to synthesize it. The reactants are: [N+:1]([C:4]1[CH:8]=[N:7][NH:6][C:5]=1[NH2:9])([O-:3])=[O:2].CN(C)[CH:12]=[CH:13][C:14]([C:16]1[CH:17]=[C:18]([N:22]([CH2:29][CH2:30][CH2:31][CH3:32])[S:23]([CH:26]([CH3:28])[CH3:27])(=[O:25])=[O:24])[CH:19]=[CH:20][CH:21]=1)=O.C(OCC)(=O)C. (2) Given the product [Cl:27][C:25]1[CH:24]=[CH:23][C:22]([I:28])=[C:21]([CH:18]2[CH2:19][CH2:20][N:15]([C:6](=[O:1])[CH3:5])[CH2:16][CH2:17]2)[CH:26]=1, predict the reactants needed to synthesize it. The reactants are: [O:1]1[CH2:6][CH2:5]OCC1.Cl.C(OC([N:15]1[CH2:20][CH2:19][CH:18]([C:21]2[CH:26]=[C:25]([Cl:27])[CH:24]=[CH:23][C:22]=2[I:28])[CH2:17][CH2:16]1)=O)(C)(C)C.C(N(CC)CC)C.C(Cl)(=O)C. (3) Given the product [C:10]([C:12]1[N:17]=[N:16][C:15]([N:18]([CH2:26][C:27]2([C:31]3[C:36]([F:37])=[CH:35][CH:34]=[CH:33][N:32]=3)[CH2:30][CH2:29][CH2:28]2)[C:19](=[O:25])[O:20][C:21]([CH3:24])([CH3:23])[CH3:22])=[CH:14][CH:13]=1)(=[S:38])[NH2:11], predict the reactants needed to synthesize it. The reactants are: CCN(C(C)C)C(C)C.[C:10]([C:12]1[N:17]=[N:16][C:15]([N:18]([CH2:26][C:27]2([C:31]3[C:36]([F:37])=[CH:35][CH:34]=[CH:33][N:32]=3)[CH2:30][CH2:29][CH2:28]2)[C:19](=[O:25])[O:20][C:21]([CH3:24])([CH3:23])[CH3:22])=[CH:14][CH:13]=1)#[N:11].[SH2:38]. (4) Given the product [CH3:44][C:20]1[CH:21]=[C:22]([C:25]([O:34][CH2:35][C:36]2[CH:37]=[CH:38][C:39]([O:42][CH3:43])=[CH:40][CH:41]=2)([C:26]([F:27])([F:28])[F:29])[C:30]([F:32])([F:33])[F:31])[CH:23]=[CH:24][C:19]=1[O:18][C@@H:10]([CH2:11][C:12]1[CH:17]=[CH:16][CH:15]=[CH:14][CH:13]=1)[CH2:9][OH:8], predict the reactants needed to synthesize it. The reactants are: C([O:8][C:9](=O)[C@@H:10]([O:18][C:19]1[CH:24]=[CH:23][C:22]([C:25]([O:34][CH2:35][C:36]2[CH:41]=[CH:40][C:39]([O:42][CH3:43])=[CH:38][CH:37]=2)([C:30]([F:33])([F:32])[F:31])[C:26]([F:29])([F:28])[F:27])=[CH:21][C:20]=1[CH3:44])[CH2:11][C:12]1[CH:17]=[CH:16][CH:15]=[CH:14][CH:13]=1)C1C=CC=CC=1.[BH4-].[Na+].O.